This data is from Reaction yield outcomes from USPTO patents with 853,638 reactions. The task is: Predict the reaction yield, written as a fraction of the theoretical maximum amount of product (1.0 means a 100% yield; for example, 0.34 means a 34% yield). (1) The reactants are [NH2:1][C:2]1[S:7][CH2:6][C:5]2[CH:8]=[C:9]([O:12][C:13]([F:16])([F:15])[F:14])[CH:10]=[CH:11][C:4]=2[N:3]=1.[CH2:17]([N:20]=[C:21]=[S:22])[CH2:18][CH3:19]. No catalyst specified. The product is [CH2:17]([NH:20][C:21]([NH:1][C:2]1[S:7][CH2:6][C:5]2[CH:8]=[C:9]([O:12][C:13]([F:16])([F:14])[F:15])[CH:10]=[CH:11][C:4]=2[N:3]=1)=[S:22])[CH2:18][CH3:19]. The yield is 0.470. (2) The reactants are [Cl:1][C:2]1[CH:3]=[C:4]([CH:8]([O:19][CH2:20][CH2:21][NH:22][C:23]([O:25][CH3:26])=[O:24])[C:9]2[CH:10]=[C:11]([CH:16]=[CH:17][CH:18]=2)[C:12]([O:14]C)=[O:13])[CH:5]=[CH:6][CH:7]=1. The catalyst is C1COCC1.[OH-].[Na+]. The yield is 0.510. The product is [Cl:1][C:2]1[CH:3]=[C:4]([CH:8]([O:19][CH2:20][CH2:21][NH:22][C:23]([O:25][CH3:26])=[O:24])[C:9]2[CH:10]=[C:11]([CH:16]=[CH:17][CH:18]=2)[C:12]([OH:14])=[O:13])[CH:5]=[CH:6][CH:7]=1. (3) The reactants are [C:1]([O:5][C:6](=[O:22])[NH:7][C:8]1[N:16]=[CH:15][C:14]2[NH:13][C:12]3[N:17]=[CH:18][C:19](Br)=[CH:20][C:11]=3[C:10]=2[CH:9]=1)([CH3:4])([CH3:3])[CH3:2].[N:23]1([CH2:29][C:30]2[CH:35]=[CH:34][C:33](B(O)O)=[CH:32][CH:31]=2)[CH2:28][CH2:27][CH2:26][CH2:25][CH2:24]1. The catalyst is O1CCOCC1.C(=O)([O-])[O-].[Cs+].[Cs+].C(Cl)Cl.O. The product is [C:1]([O:5][C:6](=[O:22])[NH:7][C:8]1[N:16]=[CH:15][C:14]2[NH:13][C:12]3[N:17]=[CH:18][C:19]([C:33]4[CH:32]=[CH:31][C:30]([CH2:29][N:23]5[CH2:28][CH2:27][CH2:26][CH2:25][CH2:24]5)=[CH:35][CH:34]=4)=[CH:20][C:11]=3[C:10]=2[CH:9]=1)([CH3:4])([CH3:3])[CH3:2]. The yield is 0.300.